From a dataset of TCR-epitope binding with 47,182 pairs between 192 epitopes and 23,139 TCRs. Binary Classification. Given a T-cell receptor sequence (or CDR3 region) and an epitope sequence, predict whether binding occurs between them. (1) The epitope is KAFSPEVIPMF. The TCR CDR3 sequence is CASSQAGVAEQFF. Result: 0 (the TCR does not bind to the epitope). (2) The epitope is TFYLTNDVSFL. The TCR CDR3 sequence is CASSFGRVGGYTF. Result: 0 (the TCR does not bind to the epitope). (3) The TCR CDR3 sequence is CASSVGPGQTEAFF. Result: 0 (the TCR does not bind to the epitope). The epitope is TFYLTNDVSFL. (4) The epitope is KLSYGIATV. The TCR CDR3 sequence is CASSWDWTGVINEQFF. Result: 1 (the TCR binds to the epitope). (5) Result: 0 (the TCR does not bind to the epitope). The epitope is FIAGLIAIV. The TCR CDR3 sequence is CASNKGRYSGANVLTF.